This data is from Full USPTO retrosynthesis dataset with 1.9M reactions from patents (1976-2016). The task is: Predict the reactants needed to synthesize the given product. Given the product [CH3:1][C:2]1[N:6]=[C:5]([C:7]2[C:8]3[CH2:27][CH2:26][CH2:25][CH2:24][CH2:23][C:9]=3[S:10][C:11]=2[NH:12][C:13]([C:15]2[CH2:19][CH2:18][CH2:28][CH2:17][C:16]=2[C:20]([OH:22])=[O:21])=[O:14])[O:4][N:3]=1, predict the reactants needed to synthesize it. The reactants are: [CH3:1][C:2]1[N:6]=[C:5]([C:7]2[C:8]3[CH2:27][CH2:26][CH2:25][CH2:24][CH2:23][C:9]=3[S:10][C:11]=2[NH:12][C:13]([C:15]2[CH2:19][CH2:18][CH2:17][C:16]=2[C:20]([OH:22])=[O:21])=[O:14])[O:4][N:3]=1.[C:28]12C(=O)OC(=O)C=1CCCC2.